Dataset: Reaction yield outcomes from USPTO patents with 853,638 reactions. Task: Predict the reaction yield, written as a fraction of the theoretical maximum amount of product (1.0 means a 100% yield; for example, 0.34 means a 34% yield). (1) The reactants are [Cl:1][C:2]1[C:3](=[O:21])[N:4](C2CCCCO2)[N:5]=[CH:6][C:7]=1[O:8][CH2:9][CH:10]1[CH2:14][CH2:13][CH2:12][CH2:11]1.Cl.[OH-].[Na+]. The catalyst is CO.O. The product is [Cl:1][C:2]1[C:3](=[O:21])[NH:4][N:5]=[CH:6][C:7]=1[O:8][CH2:9][CH:10]1[CH2:14][CH2:13][CH2:12][CH2:11]1. The yield is 0.890. (2) The reactants are [NH2:1][C:2]1[CH:7]=[CH:6][CH:5]=[C:4](Br)[N:3]=1.[S:9]1[CH:13]=[CH:12][C:11](B(O)O)=[CH:10]1.P([O-])([O-])([O-])=O.[K+].[K+].[K+]. The catalyst is O1CCOCC1.C1C=CC(P(C2C=CC=CC=2)[C-]2C=CC=C2)=CC=1.C1C=CC(P(C2C=CC=CC=2)[C-]2C=CC=C2)=CC=1.Cl[Pd]Cl.[Fe+2]. The product is [S:9]1[CH:13]=[CH:12][C:11]([C:4]2[N:3]=[C:2]([NH2:1])[CH:7]=[CH:6][CH:5]=2)=[CH:10]1. The yield is 0.730.